Dataset: Forward reaction prediction with 1.9M reactions from USPTO patents (1976-2016). Task: Predict the product of the given reaction. (1) The product is: [C:3]1([O:2][C:1]([N:33]2[CH2:34][CH2:35][N:30]([C:27]3[CH:28]=[CH:29][C:24]([NH:23][C:21]([NH:20][C:14]4[CH:15]=[C:16]([CH3:19])[CH:17]=[CH:18][C:13]=4[O:12][CH3:11])=[O:22])=[CH:25][CH:26]=3)[CH2:31][CH2:32]2)=[O:9])[CH:8]=[CH:7][CH:6]=[CH:5][CH:4]=1. Given the reactants [C:1](Cl)(=[O:9])[O:2][C:3]1[CH:8]=[CH:7][CH:6]=[CH:5][CH:4]=1.[CH3:11][O:12][C:13]1[CH:18]=[CH:17][C:16]([CH3:19])=[CH:15][C:14]=1[NH:20][C:21]([NH:23][C:24]1[CH:29]=[CH:28][C:27]([N:30]2[CH2:35][CH2:34][NH:33][CH2:32][CH2:31]2)=[CH:26][CH:25]=1)=[O:22].C(=O)([O-])O.[Na+], predict the reaction product. (2) The product is: [CH2:1]([N:8]1[CH:13]([CH3:14])[CH2:12][O:11][C@H:10]([CH2:15][OH:16])[CH2:9]1)[C:2]1[CH:3]=[CH:4][CH:5]=[CH:6][CH:7]=1. Given the reactants [CH2:1]([N:8]1[CH:13]([CH3:14])[CH2:12][O:11][C@@H:10]([CH2:15][OH:16])[C:9]1=O)[C:2]1[CH:7]=[CH:6][CH:5]=[CH:4][CH:3]=1.[H-].[H-].[H-].[H-].[Li+].[Al+3], predict the reaction product.